From a dataset of Forward reaction prediction with 1.9M reactions from USPTO patents (1976-2016). Predict the product of the given reaction. (1) Given the reactants Br[C:2]1[CH:7]=[CH:6][C:5]([Br:8])=[CH:4][N:3]=1.[NH:9]1[CH:13]=[C:12]([C:14]2[CH:15]=[N:16][CH:17]=[CH:18][CH:19]=2)[N:11]=[CH:10]1.O, predict the reaction product. The product is: [Br:8][C:5]1[CH:6]=[CH:7][C:2]([N:9]2[CH:13]=[C:12]([C:14]3[CH:15]=[N:16][CH:17]=[CH:18][CH:19]=3)[N:11]=[CH:10]2)=[N:3][CH:4]=1. (2) The product is: [NH2:1][C:2]1[C:11]2[N:10]=[CH:9][C:8]([CH2:12][CH2:13][C:14]3[CH:22]=[CH:21][C:17]([C:18]([N:30]([CH3:31])[CH3:29])=[O:19])=[CH:16][C:15]=3[CH3:23])=[CH:7][C:6]=2[C:5]2[CH:24]=[CH:25][C:26]([CH3:28])=[CH:27][C:4]=2[N:3]=1. Given the reactants [NH2:1][C:2]1[C:11]2[N:10]=[CH:9][C:8]([CH2:12][CH2:13][C:14]3[CH:22]=[CH:21][C:17]([C:18](Cl)=[O:19])=[CH:16][C:15]=3[CH3:23])=[CH:7][C:6]=2[C:5]2[CH:24]=[CH:25][C:26]([CH3:28])=[CH:27][C:4]=2[N:3]=1.[CH3:29][NH:30][CH3:31], predict the reaction product. (3) Given the reactants [CH3:1][C:2]1[N:3]=[C:4]([NH2:8])[S:5][C:6]=1[CH3:7].Br[CH2:10][CH2:11][O:12][CH2:13][C:14]1[CH:19]=[CH:18][CH:17]=[CH:16][CH:15]=1.[C:20]12([C:30](O)=[O:31])[CH2:29][CH:24]3[CH2:25][CH:26]([CH2:28][CH:22]([CH2:23]3)[CH2:21]1)[CH2:27]2, predict the reaction product. The product is: [CH2:13]([O:12][CH2:11][CH2:10][N:3]1[C:2]([CH3:1])=[C:6]([CH3:7])[S:5]/[C:4]/1=[N:8]\[C:30]([C:20]12[CH2:29][CH:24]3[CH2:23][CH:22]([CH2:28][CH:26]([CH2:25]3)[CH2:27]1)[CH2:21]2)=[O:31])[C:14]1[CH:19]=[CH:18][CH:17]=[CH:16][CH:15]=1. (4) Given the reactants Br[C:2]1[C:3]([N:8]([CH2:28][O:29][CH2:30][CH2:31][Si:32]([CH3:35])([CH3:34])[CH3:33])[C:9](=[O:27])[CH2:10][C:11]2[CH2:12][CH2:13][N:14]([C:17]([O:19][CH2:20][C:21]3[CH:26]=[CH:25][CH:24]=[CH:23][CH:22]=3)=[O:18])[CH2:15][CH:16]=2)=[N:4][CH:5]=[CH:6][CH:7]=1.C1(C(N)C2CCCCC2)CCCCC1.O, predict the reaction product. The product is: [O:27]=[C:9]1[CH2:10][C:11]2([CH:12]=[CH:13][N:14]([C:17]([O:19][CH2:20][C:21]3[CH:26]=[CH:25][CH:24]=[CH:23][CH:22]=3)=[O:18])[CH2:15][CH2:16]2)[C:2]2[C:3](=[N:4][CH:5]=[CH:6][CH:7]=2)[N:8]1[CH2:28][O:29][CH2:30][CH2:31][Si:32]([CH3:35])([CH3:34])[CH3:33]. (5) Given the reactants Cl[C:2]1[N:7]=[C:6]([Cl:8])[N:5]=[C:4]([N:9]2[CH2:14][CH2:13][O:12][CH2:11][CH2:10]2)[N:3]=1.C([Sn](CCCC)(CCCC)[CH:20]1[CH2:25][CH2:24][CH:23]=[CH:22][O:21]1)CCC, predict the reaction product. The product is: [Cl:8][C:6]1[N:7]=[C:2]([C:24]2[CH2:23][CH2:22][O:21][CH2:20][CH:25]=2)[N:3]=[C:4]([N:9]2[CH2:14][CH2:13][O:12][CH2:11][CH2:10]2)[N:5]=1. (6) Given the reactants C1(C2(C3C=CC=CC=3)[O:11][C:10]3[CH:12]=[CH:13][C:14]([S:16]([N:19]4[CH2:24][CH2:23][CH2:22][CH2:21][CH2:20]4)(=[O:18])=[O:17])=[CH:15][C:9]=3[O:8]2)C=CC=CC=1.FC(F)(F)C(O)=O, predict the reaction product. The product is: [N:19]1([S:16]([C:14]2[CH:15]=[C:9]([OH:8])[C:10]([OH:11])=[CH:12][CH:13]=2)(=[O:18])=[O:17])[CH2:20][CH2:21][CH2:22][CH2:23][CH2:24]1. (7) Given the reactants [CH2:1]([O:3][C:4]([C:6]1([C:9]2[CH:14]=[CH:13][C:12]([C:15]3[CH:20]=[CH:19][C:18]([C:21]4[S:22][C:23]([F:29])=[CH:24][C:25]=4C(O)=O)=[CH:17][C:16]=3[O:30][CH3:31])=[CH:11][CH:10]=2)[CH2:8][CH2:7]1)=[O:5])[CH3:2].C([N:34]([CH2:37]C)CC)C.C1(P(N=[N+]=[N-])(C2C=CC=CC=2)=[O:46])C=CC=CC=1.[F:56][C:57]1[CH:62]=[CH:61][CH:60]=[CH:59][C:58]=1[C@H:63]([OH:65])[CH3:64], predict the reaction product. The product is: [CH2:1]([O:3][C:4]([C:6]1([C:9]2[CH:10]=[CH:11][C:12]([C:15]3[CH:20]=[CH:19][C:18]([C:21]4[S:22][C:23]([F:29])=[CH:24][C:25]=4[NH:34][C:37]([O:65][C@@H:63]([C:58]4[CH:59]=[CH:60][CH:61]=[CH:62][C:57]=4[F:56])[CH3:64])=[O:46])=[CH:17][C:16]=3[O:30][CH3:31])=[CH:13][CH:14]=2)[CH2:8][CH2:7]1)=[O:5])[CH3:2].